Dataset: Reaction yield outcomes from USPTO patents with 853,638 reactions. Task: Predict the reaction yield, written as a fraction of the theoretical maximum amount of product (1.0 means a 100% yield; for example, 0.34 means a 34% yield). (1) The reactants are [CH:1]1([CH:6]=[C:7]2[CH2:16][CH2:15][C:14]3[CH:13]=[C:12]([NH:17][C:18](=[O:20])[CH3:19])[CH:11]=[CH:10][C:9]=3[C:8]2=O)[CH2:5][CH2:4][CH2:3][CH2:2]1.Cl.[Cl:23][C:24]1[CH:31]=[C:30]([NH:32][NH2:33])[CH:29]=[CH:28][C:25]=1[C:26]#[N:27]. No catalyst specified. The product is [Cl:23][C:24]1[CH:31]=[C:30]([N:32]2[CH:6]([CH:1]3[CH2:5][CH2:4][CH2:3][CH2:2]3)[CH:7]3[C:8]([C:9]4[CH:10]=[CH:11][C:12]([NH:17][C:18](=[O:20])[CH3:19])=[CH:13][C:14]=4[CH2:15][CH2:16]3)=[N:33]2)[CH:29]=[CH:28][C:25]=1[C:26]#[N:27]. The yield is 0.590. (2) The reactants are [Cl:1][C:2]1[N:7]=[C:6](Cl)[C:5]([F:9])=[CH:4][N:3]=1.[CH2:10]([O:14][C:15]1[CH:21]=[CH:20][C:18]([NH2:19])=[CH:17][CH:16]=1)[CH2:11][CH2:12][CH3:13].Cl.[OH-].[Na+]. The catalyst is CC(C)=O.O. The product is [Cl:1][C:2]1[N:7]=[C:6]([NH:19][C:18]2[CH:17]=[CH:16][C:15]([O:14][CH2:10][CH2:11][CH2:12][CH3:13])=[CH:21][CH:20]=2)[C:5]([F:9])=[CH:4][N:3]=1. The yield is 0.800. (3) The catalyst is CO.[Pd]. The yield is 0.570. The product is [C:29]1([C:32]2[CH:33]=[CH:34][CH:35]=[CH:36][CH:37]=2)[CH:30]=[CH:31][C:26]([S:23]([NH:22][C:20]2[CH:19]=[CH:18][C:15]3[CH2:16][CH2:17][NH:11][CH2:12][CH2:13][C:14]=3[CH:21]=2)(=[O:25])=[O:24])=[CH:27][CH:28]=1. The reactants are C(OC([N:11]1[CH2:17][CH2:16][C:15]2[CH:18]=[CH:19][C:20]([NH:22][S:23]([C:26]3[CH:31]=[CH:30][C:29]([C:32]4[CH:37]=[CH:36][CH:35]=[CH:34][CH:33]=4)=[CH:28][CH:27]=3)(=[O:25])=[O:24])=[CH:21][C:14]=2[CH2:13][CH2:12]1)=O)C1C=CC=CC=1. (4) The reactants are Br[Mg][C:3]#[CH:4].[Si:5]([O:12][CH2:13][CH2:14][C:15](=[O:20])[C:16]([O:18][CH3:19])=[O:17])([C:8]([CH3:11])([CH3:10])[CH3:9])([CH3:7])[CH3:6]. The catalyst is C1COCC1. The product is [Si:5]([O:12][CH2:13][CH2:14][C:15]([OH:20])([C:3]#[CH:4])[C:16]([O:18][CH3:19])=[O:17])([C:8]([CH3:10])([CH3:9])[CH3:11])([CH3:7])[CH3:6]. The yield is 0.770. (5) The reactants are [OH-].[K+].C(=O)(OC)[O:4][C:5]1[CH:10]=[C:9]([N+:11]([O-:13])=[O:12])[C:8]([C:14]([CH3:17])([CH3:16])[CH3:15])=[CH:7][C:6]=1[Cl:18].Cl. The catalyst is CO. The product is [C:14]([C:8]1[C:9]([N+:11]([O-:13])=[O:12])=[CH:10][C:5]([OH:4])=[C:6]([Cl:18])[CH:7]=1)([CH3:17])([CH3:15])[CH3:16]. The yield is 0.680. (6) The yield is 0.540. The product is [CH2:52]([O:53][C:45]([C:9]1[CH:10]=[C:11]([NH:12][C:13]([NH:37][C:36]2[CH:38]=[CH:39][CH:40]=[C:34]([S:33][C:21]3[C:20]4[C:25](=[CH:26][C:27]([O:28][CH2:29][CH2:30][O:31][CH3:32])=[C:18]([O:17][CH3:16])[CH:19]=4)[N:24]=[CH:23][N:22]=3)[CH:35]=2)=[O:15])[N:7]([C:1]2[CH:2]=[CH:3][CH:4]=[CH:5][CH:6]=2)[N:8]=1)([CH3:46])[CH3:47])[CH3:51]. No catalyst specified. The reactants are [C:1]1([N:7]2[C:11]([NH:12][C:13](=[O:15])[O-])=[CH:10][CH:9]=[N:8]2)[CH:6]=[CH:5][CH:4]=[CH:3][CH:2]=1.[CH3:16][O:17][C:18]1[CH:19]=[C:20]2[C:25](=[CH:26][C:27]=1[O:28][CH2:29][CH2:30][O:31][CH3:32])[N:24]=[CH:23][N:22]=[C:21]2[S:33][C:34]1[CH:35]=[C:36]([CH:38]=[CH:39][CH:40]=1)[NH2:37].C(N(CC)[CH:45]([CH3:47])[CH3:46])(C)C.C1C[O:53][CH2:52][CH2:51]1. (7) The reactants are C([O-])(=O)C.[Na+].C(O[C:9](=[O:27])[C:10]([CH:21]1[CH2:26][CH2:25][CH2:24][CH2:23][CH2:22]1)=[N:11][NH:12][C:13](=[O:20])[CH2:14][C:15]([O:17][CH2:18][CH3:19])=[O:16])C.Cl. The catalyst is CN(C=O)C. The product is [CH2:18]([O:17][C:15]([C:14]1[C:13](=[O:20])[NH:12][N:11]=[C:10]([CH:21]2[CH2:22][CH2:23][CH2:24][CH2:25][CH2:26]2)[C:9]=1[OH:27])=[O:16])[CH3:19]. The yield is 0.510.